Dataset: Reaction yield outcomes from USPTO patents with 853,638 reactions. Task: Predict the reaction yield, written as a fraction of the theoretical maximum amount of product (1.0 means a 100% yield; for example, 0.34 means a 34% yield). (1) The reactants are [Br:1][C:2]1[CH:8]=[CH:7][CH:6]=[C:5]([Br:9])[C:3]=1[NH2:4].C(N(C(C)C)CC)(C)C.[C:19]([C:23]1[CH:31]=[CH:30][C:26]([C:27](Cl)=[O:28])=[CH:25][CH:24]=1)([CH3:22])([CH3:21])[CH3:20]. The catalyst is O1CCOCC1. The product is [C:19]([C:23]1[CH:24]=[CH:25][C:26]([C:27]([NH:4][C:3]2[C:2]([Br:1])=[CH:8][CH:7]=[CH:6][C:5]=2[Br:9])=[O:28])=[CH:30][CH:31]=1)([CH3:22])([CH3:20])[CH3:21]. The yield is 0.810. (2) The reactants are [CH3:1][O:2][C:3](=[O:25])[C:4]1[CH:9]=[CH:8][C:7](N)=[CH:6][C:5]=1[NH:11][C:12](=[O:24])[C:13]1[CH:18]=[CH:17][C:16]([O:19][C:20]([F:23])([F:22])[F:21])=[CH:15][CH:14]=1.N([O-])=[O:27].[Na+]. The catalyst is FC(F)(F)C(O)=O. The product is [CH3:1][O:2][C:3](=[O:25])[C:4]1[CH:9]=[CH:8][C:7]([OH:27])=[CH:6][C:5]=1[NH:11][C:12](=[O:24])[C:13]1[CH:18]=[CH:17][C:16]([O:19][C:20]([F:23])([F:22])[F:21])=[CH:15][CH:14]=1. The yield is 0.830. (3) The product is [Br:7][C:5]1[N:6]=[C:2]([C:13]([OH:15])=[O:14])[S:3][CH:4]=1. The reactants are Br[C:2]1[S:3][CH:4]=[C:5]([Br:7])[N:6]=1.[Li]CCCC.[C:13](=[O:15])=[O:14]. The yield is 0.820. The catalyst is CCOCC. (4) The yield is 0.830. The catalyst is CN1CCCC1=O. The reactants are COC([C:5]1[S:6][C:7]2[CH:14]=[CH:13][CH:12]=[CH:11][C:8]=2[C:9]=1[NH2:10])=O.N1CCNCC1. The product is [NH2:10][C:9]1[C:8]2[CH:11]=[CH:12][CH:13]=[CH:14][C:7]=2[S:6][CH:5]=1. (5) The reactants are [NH2:1][C:2]1[N:14]=[C:13]([C:15]2[C:20]([O:21][CH2:22][C:23]3[CH:28]=[CH:27][C:26]([O:29][CH3:30])=[CH:25][CH:24]=3)=[CH:19][CH:18]=[CH:17][C:16]=2[O:31][CH2:32][CH:33]2[CH2:35][CH2:34]2)[CH:12]=[C:11](S(C)=O)[C:3]=1[C:4]([O:6][C:7]([CH3:10])([CH3:9])[CH3:8])=[O:5].[CH2:39]([NH2:42])[CH2:40][NH2:41].[C:43](O[C:43]([O:45][C:46]([CH3:49])([CH3:48])[CH3:47])=[O:44])([O:45][C:46]([CH3:49])([CH3:48])[CH3:47])=[O:44]. No catalyst specified. The product is [NH2:1][C:2]1[N:14]=[C:13]([C:15]2[C:20]([O:21][CH2:22][C:23]3[CH:28]=[CH:27][C:26]([O:29][CH3:30])=[CH:25][CH:24]=3)=[CH:19][CH:18]=[CH:17][C:16]=2[O:31][CH2:32][CH:33]2[CH2:35][CH2:34]2)[CH:12]=[C:11]([NH:41][CH2:40][CH2:39][NH:42][C:43]([O:45][C:46]([CH3:49])([CH3:48])[CH3:47])=[O:44])[C:3]=1[C:4]([O:6][C:7]([CH3:10])([CH3:9])[CH3:8])=[O:5]. The yield is 0.920. (6) The reactants are C(OC([NH:8][C@@H:9]1[CH2:14][C@H:13]([NH:15]C(OC(C)(C)C)=O)[CH2:12][N:11]([C:23]2[C:32]([N:33]3[CH2:38][C@@H:37]([NH:39]C(OC(C)(C)C)=O)[CH2:36][C@@H:35]([NH:47]C(OC(C)(C)C)=O)[CH2:34]3)=[N:31][C:30]3[C:25](=[CH:26][CH:27]=[C:28]([N+:55]([O-])=O)[CH:29]=3)[N:24]=2)[CH2:10]1)=O)(C)(C)C.Cl. The catalyst is C(O)(C(F)(F)F)=O.CO. The product is [NH2:15][C@@H:13]1[CH2:14][C@H:9]([NH2:8])[CH2:10][N:11]([C:23]2[C:32]([N:33]3[CH2:34][C@@H:35]([NH2:47])[CH2:36][C@@H:37]([NH2:39])[CH2:38]3)=[N:31][C:30]3[C:25](=[CH:26][CH:27]=[C:28]([NH2:55])[CH:29]=3)[N:24]=2)[CH2:12]1. The yield is 0.310.